This data is from Reaction yield outcomes from USPTO patents with 853,638 reactions. The task is: Predict the reaction yield, written as a fraction of the theoretical maximum amount of product (1.0 means a 100% yield; for example, 0.34 means a 34% yield). The reactants are Cl[C:2]1[C:7]([CH2:8][CH:9]=O)=[C:6]([Cl:11])[N:5]=[CH:4][N:3]=1.[CH3:12][C:13]([CH3:32])([Si:15]([CH3:31])([CH3:30])[O:16][CH2:17][C:18]([CH3:29])([NH2:28])[CH2:19][O:20][Si:21](C)(C)[C:22]([CH3:25])([CH3:24])[CH3:23])[CH3:14]. No catalyst specified. The product is [Si:15]([O:16][CH2:17][C:18]([N:28]1[C:2]2[N:3]=[CH:4][N:5]=[C:6]([Cl:11])[C:7]=2[CH:8]=[CH:9]1)([CH2:19][O:20][SiH2:21][C:22]([CH3:25])([CH3:24])[CH3:23])[CH3:29])([C:13]([CH3:32])([CH3:12])[CH3:14])([CH3:31])[CH3:30]. The yield is 0.750.